From a dataset of Reaction yield outcomes from USPTO patents with 853,638 reactions. Predict the reaction yield, written as a fraction of the theoretical maximum amount of product (1.0 means a 100% yield; for example, 0.34 means a 34% yield). (1) The reactants are Cl[C:2]1[CH:7]=[CH:6][N:5]=[C:4]2[CH:8]=[C:9]([C:11]3[S:12][CH:13]=[C:14]([CH2:16][OH:17])[N:15]=3)[S:10][C:3]=12.[CH:18]1([CH2:21][NH:22][C:23]([C:25]2[C:26]3[CH:34]=[CH:33][C:32]([OH:35])=[CH:31][C:27]=3[S:28][C:29]=2[CH3:30])=[O:24])[CH2:20][CH2:19]1.C([O-])([O-])=O.[Cs+].[Cs+]. No catalyst specified. The product is [CH:18]1([CH2:21][NH:22][C:23]([C:25]2[C:26]3[CH:34]=[CH:33][C:32]([O:35][C:2]4[CH:7]=[CH:6][N:5]=[C:4]5[CH:8]=[C:9]([C:11]6[S:12][CH:13]=[C:14]([CH2:16][OH:17])[N:15]=6)[S:10][C:3]=45)=[CH:31][C:27]=3[S:28][C:29]=2[CH3:30])=[O:24])[CH2:20][CH2:19]1. The yield is 0.250. (2) The reactants are [OH-].[Na+].[CH2:3]([NH:10][C:11](=[O:34])[N:12]([C:14]1[CH:15]=[C:16]([C:20]2[CH:25]=[CH:24][C:23]([CH2:26][CH2:27][C:28]([O:30]C)=[O:29])=[CH:22][C:21]=2[O:32][CH3:33])[CH:17]=[CH:18][CH:19]=1)[CH3:13])[CH2:4][CH2:5][CH2:6][CH2:7][CH2:8][CH3:9].O.C(O)(=O)C. The catalyst is O1CCCC1.CO. The product is [CH2:3]([NH:10][C:11](=[O:34])[N:12]([C:14]1[CH:15]=[C:16]([C:20]2[CH:25]=[CH:24][C:23]([CH2:26][CH2:27][C:28]([OH:30])=[O:29])=[CH:22][C:21]=2[O:32][CH3:33])[CH:17]=[CH:18][CH:19]=1)[CH3:13])[CH2:4][CH2:5][CH2:6][CH2:7][CH2:8][CH3:9]. The yield is 0.420. (3) The reactants are [OH:1][C:2]1[CH:11]=[C:10]2[C:5]([CH:6]=[CH:7][CH:8]=[C:9]2[NH:12][C:13](=[O:19])[O:14][C:15]([CH3:18])([CH3:17])[CH3:16])=[CH:4][CH:3]=1.C(=O)([O-])[O-].[Cs+].[Cs+].I[CH2:27][CH3:28].O. The product is [CH2:27]([O:1][C:2]1[CH:11]=[C:10]2[C:5]([CH:6]=[CH:7][CH:8]=[C:9]2[NH:12][C:13](=[O:19])[O:14][C:15]([CH3:16])([CH3:18])[CH3:17])=[CH:4][CH:3]=1)[CH3:28]. The yield is 0.675. The catalyst is CN(C=O)C. (4) The reactants are C1CN([P+](ON2N=NC3C=CC=CC2=3)(N2CCCC2)N2CCCC2)CC1.F[P-](F)(F)(F)(F)F.[CH:34]1([CH2:38][O:39][C:40]2[N:45]=[C:44]([C:46]([OH:48])=O)[CH:43]=[N:42][C:41]=2[N:49]2[CH2:53][CH2:52][CH2:51][CH2:50]2)[CH2:37][CH2:36][CH2:35]1.[CH3:54][CH:55]([CH3:59])[CH2:56][CH2:57][NH2:58].C(N(C(C)C)C(C)C)C. The catalyst is CN(C)C=O. The product is [CH3:54][CH:55]([CH3:59])[CH2:56][CH2:57][NH:58][C:46]([C:44]1[CH:43]=[N:42][C:41]([N:49]2[CH2:53][CH2:52][CH2:51][CH2:50]2)=[C:40]([O:39][CH2:38][CH:34]2[CH2:35][CH2:36][CH2:37]2)[N:45]=1)=[O:48]. The yield is 0.520. (5) The reactants are Cl.[F:2][C:3]1[C:8]([NH:9][C:10]2[C:15]([C:16]3[N:24]=[CH:23][N:22]=[C:21]4[C:17]=3[N:18]=[CH:19][N:20]4C3CCCCO3)=[CH:14][CH:13]=[CH:12][N:11]=2)=[C:7]([F:31])[CH:6]=[CH:5][C:4]=1[NH:32][S:33]([CH:36]1[CH2:38][CH2:37]1)(=[O:35])=[O:34]. No catalyst specified. The product is [N:24]1[C:16]([C:15]2[C:10]([NH:9][C:8]3[C:3]([F:2])=[C:4]([NH:32][S:33]([CH:36]4[CH2:37][CH2:38]4)(=[O:34])=[O:35])[CH:5]=[CH:6][C:7]=3[F:31])=[N:11][CH:12]=[CH:13][CH:14]=2)=[C:17]2[C:21]([NH:20][CH:19]=[N:18]2)=[N:22][CH:23]=1. The yield is 0.790. (6) The reactants are B(Cl)(Cl)Cl.C([O:12][CH2:13][CH:14]=[CH:15][CH2:16][N:17]1[C:22](=[O:23])[CH:21]=[C:20]([NH:24][C:25]2[CH:30]=[CH:29][C:28]([CH3:31])=[C:27]([CH2:32][CH3:33])[CH:26]=2)[NH:19][C:18]1=[O:34])C1C=CC=CC=1. The catalyst is C(Cl)Cl. The product is [OH:12][CH2:13][CH:14]=[CH:15][CH2:16][N:17]1[C:22](=[O:23])[CH:21]=[C:20]([NH:24][C:25]2[CH:30]=[CH:29][C:28]([CH3:31])=[C:27]([CH2:32][CH3:33])[CH:26]=2)[NH:19][C:18]1=[O:34]. The yield is 0.720. (7) The reactants are [CH2:1]([O:8][C:9](=[O:19])[NH:10][C:11]1[CH:16]=[CH:15][C:14]([F:17])=[CH:13][C:12]=1[F:18])[C:2]1[CH:7]=[CH:6][CH:5]=[CH:4][CH:3]=1.C([Li])CCC.CN(C)[CH:27]=[O:28].O. The catalyst is O1CCCC1. The product is [CH2:1]([O:8][C:9](=[O:19])[NH:10][C:11]1[CH:16]=[CH:15][C:14]([F:17])=[C:13]([CH:27]=[O:28])[C:12]=1[F:18])[C:2]1[CH:3]=[CH:4][CH:5]=[CH:6][CH:7]=1. The yield is 0.710. (8) The reactants are [CH2:1]([C:4]1([S:7]([NH:10][C:11]2[C:16]([CH3:17])=[CH:15][C:14]([F:18])=[C:13]([F:19])[C:12]=2[NH:20][C:21]2[CH:26]=[CH:25][C:24]([I:27])=[CH:23][C:22]=2[F:28])(=[O:9])=[O:8])[CH2:6][CH2:5]1)C=C.C[N+]1([O-])CC[O:33]CC1.CCO[C:40]([CH3:42])=[O:41]. The catalyst is C1COCC1.O.[Os](=O)(=O)(=O)=O. The product is [F:19][C:13]1[C:12]([NH:20][C:21]2[CH:26]=[CH:25][C:24]([I:27])=[CH:23][C:22]=2[F:28])=[C:11]([NH:10][S:7]([C:4]2([CH2:1][CH:40]([OH:41])[CH2:42][OH:33])[CH2:6][CH2:5]2)(=[O:9])=[O:8])[C:16]([CH3:17])=[CH:15][C:14]=1[F:18]. The yield is 0.680.